This data is from NCI-60 drug combinations with 297,098 pairs across 59 cell lines. The task is: Regression. Given two drug SMILES strings and cell line genomic features, predict the synergy score measuring deviation from expected non-interaction effect. (1) Drug 1: C1=CC(=CC=C1CCC2=CNC3=C2C(=O)NC(=N3)N)C(=O)NC(CCC(=O)O)C(=O)O. Drug 2: C1C(C(OC1N2C=NC3=C(N=C(N=C32)Cl)N)CO)O. Cell line: HOP-62. Synergy scores: CSS=22.4, Synergy_ZIP=-6.73, Synergy_Bliss=-2.33, Synergy_Loewe=-3.30, Synergy_HSA=-2.19. (2) Synergy scores: CSS=6.29, Synergy_ZIP=-2.55, Synergy_Bliss=-0.362, Synergy_Loewe=-2.46, Synergy_HSA=0.874. Drug 1: CC12CCC(CC1=CCC3C2CCC4(C3CC=C4C5=CN=CC=C5)C)O. Drug 2: C1=CN(C=N1)CC(O)(P(=O)(O)O)P(=O)(O)O. Cell line: IGROV1. (3) Drug 1: CN(CCCl)CCCl.Cl. Drug 2: C1CN(P(=O)(OC1)NCCCl)CCCl. Cell line: MALME-3M. Synergy scores: CSS=-0.885, Synergy_ZIP=-2.69, Synergy_Bliss=-2.44, Synergy_Loewe=-14.4, Synergy_HSA=-3.11.